This data is from Plasma protein binding rate (PPBR) regression data from AstraZeneca. The task is: Regression/Classification. Given a drug SMILES string, predict its absorption, distribution, metabolism, or excretion properties. Task type varies by dataset: regression for continuous measurements (e.g., permeability, clearance, half-life) or binary classification for categorical outcomes (e.g., BBB penetration, CYP inhibition). For this dataset (ppbr_az), we predict Y. (1) The drug is CN(C)CCNc1cc(-c2ccncc2)nc2ccccc12. The Y is 85.8 %. (2) The compound is CCC[C@@H](CNC(=O)c1nc(Cl)c(N)nc1N)[N+](C)(C)CCCc1ccc(OC)cc1. The Y is 48.9 %. (3) The compound is COc1ccc2c(Oc3ccc(CC(=O)Nc4cn(C)nc4C)c(OC)c3)ccnc2c1. The Y is 98.9 %. (4) The molecule is CC1(C)S[C@@H]2[C@H](NC(=O)C(C(=O)O)c3ccccc3)C(=O)N2[C@H]1C(=O)O. The Y is 45.4 %.